Dataset: Catalyst prediction with 721,799 reactions and 888 catalyst types from USPTO. Task: Predict which catalyst facilitates the given reaction. Reactant: [NH2:1][C@H:2]([C:11]([OH:13])=[O:12])[CH2:3][C:4](=[O:10])[O:5][C:6]([CH3:9])([CH3:8])[CH3:7].C[Si](C([Si](C)(C)C)C(N)=O)(C)C.CN1CCOCC1.C(OC(Cl)=O)C(C)C.Cl.[NH2:42][C@H:43]([C:47]([NH:49][C@H:50]([C:52](O)=[O:53])[CH3:51])=[O:48])[CH:44]([CH3:46])[CH3:45]. Product: [NH2:42][C@H:43]([C:47]([NH:49][C@H:50]([C:52]([NH:1][C@H:2]([C:11]([OH:13])=[O:12])[CH2:3][C:4](=[O:10])[O:5][C:6]([CH3:9])([CH3:7])[CH3:8])=[O:53])[CH3:51])=[O:48])[CH:44]([CH3:45])[CH3:46]. The catalyst class is: 198.